This data is from Forward reaction prediction with 1.9M reactions from USPTO patents (1976-2016). The task is: Predict the product of the given reaction. Given the reactants O.[NH2:2][C@@H:3]1[CH2:8][CH2:7][CH2:6][CH2:5][C@H:4]1[OH:9].[C:10](O[C:10]([O:12][C:13]([CH3:16])([CH3:15])[CH3:14])=[O:11])([O:12][C:13]([CH3:16])([CH3:15])[CH3:14])=[O:11], predict the reaction product. The product is: [OH:9][C@@H:4]1[CH2:5][CH2:6][CH2:7][CH2:8][C@H:3]1[NH:2][C:10](=[O:11])[O:12][C:13]([CH3:16])([CH3:15])[CH3:14].